Dataset: Oral bioavailability binary classification data from Ma et al.. Task: Regression/Classification. Given a drug SMILES string, predict its absorption, distribution, metabolism, or excretion properties. Task type varies by dataset: regression for continuous measurements (e.g., permeability, clearance, half-life) or binary classification for categorical outcomes (e.g., BBB penetration, CYP inhibition). Dataset: bioavailability_ma. The compound is NNc1nncc2ccccc12. The result is 1 (high bioavailability).